Dataset: Full USPTO retrosynthesis dataset with 1.9M reactions from patents (1976-2016). Task: Predict the reactants needed to synthesize the given product. (1) Given the product [Br:1][C:2]1[C:7]([C:15]([C:16]2[CH:17]=[C:18]([CH:21]=[C:22]([CH3:24])[CH:23]=2)[C:19]#[N:20])=[O:30])=[N:6][C:5]([O:8][CH3:9])=[N:4][C:3]=1[O:11][CH3:12], predict the reactants needed to synthesize it. The reactants are: [Br:1][C:2]1[C:3]([O:11][CH3:12])=[N:4][C:5](Cl)([O:8][CH3:9])[NH:6][CH:7]=1.C([CH2:15][C:16]1[CH:17]=[C:18]([CH:21]=[C:22]([CH3:24])[CH:23]=1)[C:19]#[N:20])#N.[H-].[Na+].CN(C)C=[O:30]. (2) Given the product [CH3:1][C:2]1([CH3:23])[CH2:7][C:6]([CH3:8])([CH3:9])[CH2:5][CH:4]([C:10]2[CH:15]=[CH:14][CH:13]=[CH:12][C:11]=2[NH:16][C:17](=[O:22])[C:18]([CH3:21])([CH3:20])[CH3:19])[CH2:3]1, predict the reactants needed to synthesize it. The reactants are: [CH3:1][C:2]1([CH3:23])[CH2:7][C:6]([CH3:9])([CH3:8])[CH2:5][C:4]([C:10]2[CH:15]=[CH:14][CH:13]=[CH:12][C:11]=2[NH:16][C:17](=[O:22])[C:18]([CH3:21])([CH3:20])[CH3:19])=[CH:3]1. (3) Given the product [C:16]1([P:15]([C:12]2[CH:11]=[CH:10][CH:9]=[CH:14][CH:13]=2)[C:2]2[CH:7]=[CH:6][C:5]([CH3:8])=[CH:4][CH:3]=2)[CH:17]=[CH:18][CH:19]=[CH:20][CH:21]=1, predict the reactants needed to synthesize it. The reactants are: Cl[C:2]1[CH:7]=[CH:6][C:5]([CH3:8])=[CH:4][CH:3]=1.[CH:9]1[CH:14]=[CH:13][C:12]([P-:15][C:16]2[CH:21]=[CH:20][CH:19]=[CH:18][CH:17]=2)=[CH:11][CH:10]=1.[K+]. (4) Given the product [C:1]([C:4]1[C:5]([NH:13][C:14]2[CH:19]=[CH:18][C:17]([N:20]3[CH2:25][CH2:24][N:23]([C:26]([O:28][C:29]([CH3:32])([CH3:31])[CH3:30])=[O:27])[CH2:22][CH2:21]3)=[CH:16][C:15]=2[F:33])=[N:6][C:7]([S:11][CH3:12])=[N:8][C:9]=1[NH:35][NH2:36])(=[O:3])[NH2:2], predict the reactants needed to synthesize it. The reactants are: [C:1]([C:4]1[C:5]([NH:13][C:14]2[CH:19]=[CH:18][C:17]([N:20]3[CH2:25][CH2:24][N:23]([C:26]([O:28][C:29]([CH3:32])([CH3:31])[CH3:30])=[O:27])[CH2:22][CH2:21]3)=[CH:16][C:15]=2[F:33])=[N:6][C:7]([S:11][CH3:12])=[N:8][C:9]=1Cl)(=[O:3])[NH2:2].O.[NH2:35][NH2:36]. (5) Given the product [CH3:1][C:2]1[CH:3]=[C:4]([NH:9][C:10]([NH:13][CH2:14][C:15]2[CH:23]=[CH:22][CH:21]=[C:20]3[C:16]=2[CH2:17][N:18]([CH:25]2[CH2:30][CH2:29][C:28](=[O:31])[NH:27][C:26]2=[O:32])[C:19]3=[O:24])=[O:11])[CH:5]=[CH:6][C:7]=1[CH3:8], predict the reactants needed to synthesize it. The reactants are: [CH3:1][C:2]1[CH:3]=[C:4]([N:9]=[C:10]=[O:11])[CH:5]=[CH:6][C:7]=1[CH3:8].Cl.[NH2:13][CH2:14][C:15]1[CH:23]=[CH:22][CH:21]=[C:20]2[C:16]=1[CH2:17][N:18]([CH:25]1[CH2:30][CH2:29][C:28](=[O:31])[NH:27][C:26]1=[O:32])[C:19]2=[O:24].C(N(CC)CC)C. (6) Given the product [CH3:21][O:22][C:23](=[O:33])/[C:24](/[O:25][CH2:26][C:27]1[CH:32]=[CH:31][CH:30]=[CH:29][CH:28]=1)=[C:36](\[OH:35])/[C:37]([O:39][C:40]([CH3:43])([CH3:42])[CH3:41])=[O:38], predict the reactants needed to synthesize it. The reactants are: C([N-]C(C)C)(C)C.[Li+].C([Li])CCC.C(NC(C)C)(C)C.[CH3:21][O:22][C:23](=[O:33])[CH2:24][O:25][CH2:26][C:27]1[CH:32]=[CH:31][CH:30]=[CH:29][CH:28]=1.C[O:35][C:36](=O)[C:37]([O:39][C:40]([CH3:43])([CH3:42])[CH3:41])=[O:38]. (7) Given the product [CH:1]1[C:6]([N+:7]([O-:9])=[O:8])=[CH:5][C:4]([N+:10]([O-:12])=[O:11])=[C:3]([Cl:13])[CH:2]=1.[C:14]([O:29][CH:30]([CH3:31])[CH3:32])(=[O:28])[CH2:15][CH2:16][CH2:17][CH2:18][CH2:19][CH2:20][CH2:21][CH2:22][CH2:23][CH2:24][CH2:25][CH2:26][CH3:27], predict the reactants needed to synthesize it. The reactants are: [CH:1]1[C:6]([N+:7]([O-:9])=[O:8])=[CH:5][C:4]([N+:10]([O-:12])=[O:11])=[C:3]([Cl:13])[CH:2]=1.[C:14]([O:29][CH:30]([CH3:32])[CH3:31])(=[O:28])[CH2:15][CH2:16][CH2:17][CH2:18][CH2:19][CH2:20][CH2:21][CH2:22][CH2:23][CH2:24][CH2:25][CH2:26][CH3:27]. (8) Given the product [NH2:1][C:2]1[N:7]=[C:6]([C:8]2[O:9][CH:10]=[CH:11][CH:12]=2)[C:5]([C:13]#[N:14])=[C:4]([NH:29][CH:27]([CH3:28])[CH2:26][NH:25][C:19]2[CH:24]=[CH:23][CH:22]=[CH:21][CH:20]=2)[N:3]=1, predict the reactants needed to synthesize it. The reactants are: [NH2:1][C:2]1[N:7]=[C:6]([C:8]2[O:9][CH:10]=[CH:11][CH:12]=2)[C:5]([C:13]#[N:14])=[C:4](S(C)=O)[N:3]=1.Cl.[C:19]1([NH:25][CH2:26][CH:27]([NH2:29])[CH3:28])[CH:24]=[CH:23][CH:22]=[CH:21][CH:20]=1.C1CCN2C(=NCCC2)CC1. (9) The reactants are: [CH2:1]([CH:5]1[NH:10][CH2:9][CH2:8][N:7]=[CH:6]1)[CH2:2][CH2:3][CH3:4]. Given the product [CH2:1]([CH:5]1[CH2:6][NH:7][CH2:8][CH2:9][NH:10]1)[CH2:2][CH2:3][CH3:4], predict the reactants needed to synthesize it.